From a dataset of Full USPTO retrosynthesis dataset with 1.9M reactions from patents (1976-2016). Predict the reactants needed to synthesize the given product. (1) Given the product [CH2:14]([O:13][C:12]1[C:11](=[O:21])[N:10]=[C:9]([CH2:22][C:23]2([N:28]3[C:32]4=[N:33][CH:34]=[CH:35][CH:36]=[C:31]4[CH:30]=[CH:29]3)[CH2:27][CH2:26][CH2:25][CH2:24]2)[N:8]2[CH2:2][CH2:3][N:4]([CH3:37])[C:5](=[O:6])[C:7]=12)[C:15]1[CH:20]=[CH:19][CH:18]=[CH:17][CH:16]=1, predict the reactants needed to synthesize it. The reactants are: O[CH2:2][CH2:3][N:4]([CH3:37])[C:5]([C:7]1[C:12]([O:13][CH2:14][C:15]2[CH:20]=[CH:19][CH:18]=[CH:17][CH:16]=2)=[C:11]([OH:21])[N:10]=[C:9]([CH2:22][C:23]2([N:28]3[C:32]4=[N:33][CH:34]=[CH:35][CH:36]=[C:31]4[CH:30]=[CH:29]3)[CH2:27][CH2:26][CH2:25][CH2:24]2)[N:8]=1)=[O:6].C1(P(C2C=CC=CC=2)C2C=CC=CC=2)C=CC=CC=1.N(C(OC(C)C)=O)=NC(OC(C)C)=O.CO. (2) Given the product [ClH:33].[CH3:32][C@@H:28]1[CH2:27][NH:26][CH2:31][CH2:30][N:29]1[C:16]([C:14]1[S:15][C:11]([C:3]2[C:2]([CH3:1])=[C:6]([C:7]([F:8])([F:9])[F:10])[O:5][N:4]=2)=[CH:12][CH:13]=1)=[O:18], predict the reactants needed to synthesize it. The reactants are: [CH3:1][C:2]1[C:3]([C:11]2[S:15][C:14]([C:16]([OH:18])=O)=[CH:13][CH:12]=2)=[N:4][O:5][C:6]=1[C:7]([F:10])([F:9])[F:8].C([N:26]1[CH2:31][CH2:30][NH:29][C@H:28]([CH3:32])[CH2:27]1)(OC(C)(C)C)=O.[ClH:33].